Dataset: Forward reaction prediction with 1.9M reactions from USPTO patents (1976-2016). Task: Predict the product of the given reaction. (1) Given the reactants [CH2:1]([N:5]1[C:10]2=[N:11][N:12]([CH2:21][C:22]3[CH:27]=[CH:26][C:25](B4OC(C)(C)C(C)(C)O4)=[CH:24][CH:23]=3)[C:13]([NH:14][C:15]3[CH:20]=[CH:19][CH:18]=[CH:17][CH:16]=3)=[C:9]2[C:8](=[O:37])[N:7]([CH3:38])[C:6]1=[O:39])[CH:2]([CH3:4])[CH3:3].Br[C:41]1[CH:46]=[C:45]([CH3:47])[CH:44]=[C:43]([CH3:48])[N:42]=1.C([O-])(O)=O.[Na+], predict the reaction product. The product is: [CH3:47][C:45]1[CH:44]=[C:43]([CH3:48])[N:42]=[C:41]([C:25]2[CH:24]=[CH:23][C:22]([CH2:21][N:12]3[C:13]([NH:14][C:15]4[CH:16]=[CH:17][CH:18]=[CH:19][CH:20]=4)=[C:9]4[C:10]([N:5]([CH2:1][CH:2]([CH3:3])[CH3:4])[C:6](=[O:39])[N:7]([CH3:38])[C:8]4=[O:37])=[N:11]3)=[CH:27][CH:26]=2)[CH:46]=1. (2) Given the reactants [B:10]1([B:10]2[O:14][C:13]([CH3:16])([CH3:15])[C:12]([CH3:18])([CH3:17])[O:11]2)[O:14][C:13]([CH3:16])([CH3:15])[C:12]([CH3:18])([CH3:17])[O:11]1.[O-]S(C(F)(F)F)(=O)=O.[CH2:27]([C:34]1[O:35][C:36]2[CH:56]=[CH:55][CH:54]=[CH:53][C:37]=2[C:38]=1[C:39]1[CH:44]=[CH:43][C:42](OS(C(F)(F)F)(=O)=O)=[CH:41][CH:40]=1)[C:28]1[CH:33]=[CH:32][CH:31]=[CH:30][CH:29]=1.C([O-])(=O)C.[K+], predict the reaction product. The product is: [CH2:27]([C:34]1[O:35][C:36]2[CH:56]=[CH:55][CH:54]=[CH:53][C:37]=2[C:38]=1[C:39]1[CH:40]=[CH:41][C:42]([B:10]2[O:11][C:12]([CH3:17])([CH3:18])[C:13]([CH3:15])([CH3:16])[O:14]2)=[CH:43][CH:44]=1)[C:28]1[CH:29]=[CH:30][CH:31]=[CH:32][CH:33]=1. (3) Given the reactants [CH3:1][C:2]1[N:7]=[C:6]([N:8]2[CH2:13][CH2:12][CH:11]([CH3:14])[CH2:10][CH2:9]2)[C:5]([C:15]([NH:17][C:18]2[CH:19]=[C:20]3[C:25](=[CH:26][CH:27]=2)[CH2:24][N:23](C(OC(C)(C)C)=O)[CH2:22][CH2:21]3)=[O:16])=[CH:4][CH:3]=1.FC(F)(F)C(O)=O, predict the reaction product. The product is: [CH3:1][C:2]1[CH:3]=[CH:4][C:5]([C:15]([NH:17][C:18]2[CH:19]=[C:20]3[C:25](=[CH:26][CH:27]=2)[CH2:24][NH:23][CH2:22][CH2:21]3)=[O:16])=[C:6]([N:8]2[CH2:13][CH2:12][CH:11]([CH3:14])[CH2:10][CH2:9]2)[N:7]=1.